This data is from Serine/threonine kinase 33 screen with 319,792 compounds. The task is: Binary Classification. Given a drug SMILES string, predict its activity (active/inactive) in a high-throughput screening assay against a specified biological target. The compound is O(c1ccc(OC)cc1)Cc1n[nH]nn1. The result is 0 (inactive).